This data is from Reaction yield outcomes from USPTO patents with 853,638 reactions. The task is: Predict the reaction yield, written as a fraction of the theoretical maximum amount of product (1.0 means a 100% yield; for example, 0.34 means a 34% yield). (1) The reactants are [C:1]1([CH:7]([OH:10])[CH2:8][OH:9])[CH:6]=[CH:5][CH:4]=[CH:3][CH:2]=1.[C:11]1(C)C(C)=CC=C[CH:16]=1.CC1OC(C)OC(C)O1. The catalyst is C1(C)C=CC(S(O)(=O)=O)=CC=1.O. The product is [CH3:11][CH:16]1[O:10][CH:7]([C:1]2[CH:6]=[CH:5][CH:4]=[CH:3][CH:2]=2)[CH2:8][O:9]1. The yield is 0.878. (2) The product is [F:37][C:4]1([C:7]([O:9][CH2:10][CH3:11])=[O:8])[CH2:3][CH2:2][N:1]([C:12]([O:14][C:15]([CH3:17])([CH3:16])[CH3:18])=[O:13])[CH2:6][CH2:5]1. The yield is 0.630. The reactants are [N:1]1([C:12]([O:14][C:15]([CH3:18])([CH3:17])[CH3:16])=[O:13])[CH2:6][CH2:5][CH:4]([C:7]([O:9][CH2:10][CH3:11])=[O:8])[CH2:3][CH2:2]1.[Li+].CC([N-]C(C)C)C.C1C=CC(S(N(S(C2C=CC=CC=2)(=O)=O)[F:37])(=O)=O)=CC=1.CCCCCC. The catalyst is C1COCC1. (3) The reactants are [CH2:1]([O:3][C:4]([C:6]1[O:7][C:8]2[C:14]([CH3:15])=[CH:13][C:12]([C:16]([C:21]3[CH:26]=[CH:25][C:24]([O:27][CH2:28][C:29](=[O:34])[C:30]([CH3:33])([CH3:32])[CH3:31])=[C:23]([CH2:35]C)[CH:22]=3)([CH2:19][CH3:20])[CH2:17][CH3:18])=[CH:11][C:9]=2[CH:10]=1)=[O:5])[CH3:2].[BH4-].[Na+]. The catalyst is C1COCC1. The product is [CH2:1]([O:3][C:4]([C:6]1[O:7][C:8]2[C:14]([CH3:15])=[CH:13][C:12]([C:16]([CH2:19][CH3:20])([C:21]3[CH:26]=[CH:25][C:24]([O:27][CH2:28][CH:29]([OH:34])[C:30]([CH3:32])([CH3:31])[CH3:33])=[C:23]([CH3:35])[CH:22]=3)[CH2:17][CH3:18])=[CH:11][C:9]=2[CH:10]=1)=[O:5])[CH3:2]. The yield is 0.680. (4) The reactants are [CH:1]1([N:7]2[CH2:11][C@@H:10]([C:12]3[CH:17]=[CH:16][CH:15]=[CH:14][CH:13]=3)[N:9]([CH:18]3[CH2:23][CH2:22][N:21]([CH2:24][C:25]4[CH:40]=[CH:39][C:28]([C:29]([NH:31][CH:32]5[CH2:37][CH2:36][C:35](=O)[CH2:34][CH2:33]5)=[O:30])=[CH:27][CH:26]=4)[CH2:20][CH2:19]3)[C:8]2=[O:41])[CH2:6][CH2:5][CH2:4][CH2:3][CH2:2]1.Cl.[NH2:43][OH:44].C([O-])(=O)C.[Na+]. The catalyst is CO. The product is [CH:1]1([N:7]2[CH2:11][C@@H:10]([C:12]3[CH:13]=[CH:14][CH:15]=[CH:16][CH:17]=3)[N:9]([CH:18]3[CH2:19][CH2:20][N:21]([CH2:24][C:25]4[CH:40]=[CH:39][C:28]([C:29]([NH:31][CH:32]5[CH2:33][CH2:34][C:35](=[N:43][OH:44])[CH2:36][CH2:37]5)=[O:30])=[CH:27][CH:26]=4)[CH2:22][CH2:23]3)[C:8]2=[O:41])[CH2:2][CH2:3][CH2:4][CH2:5][CH2:6]1. The yield is 0.310. (5) The yield is 0.670. The product is [CH3:19][C:20]1[CH:21]=[C:22]([N:26]([C:27]2[CH:32]=[CH:31][CH:30]=[C:29]([C:33]3([C:46]4[CH:51]=[CH:50][CH:49]=[CH:48][CH:47]=4)[C:45]4[CH:44]=[CH:43][CH:42]=[CH:41][C:40]=4[C:39]4[C:34]3=[CH:35][CH:36]=[CH:37][CH:38]=4)[CH:28]=2)[C:2]2[C:15]3=[C:16]4[C:17]5[C:12]([CH:13]=[CH:14]3)=[CH:11][CH:10]=[C:9]([N:26]([C:22]3[CH:21]=[CH:20][CH:69]=[C:67]([CH3:68])[CH:70]=3)[C:27]3[CH:28]=[CH:29][CH:54]=[C:53]([C:56]6([C:49]7[CH:48]=[CH:47][CH:46]=[CH:51][CH:50]=7)[C:41]7[CH:42]=[CH:43][CH:44]=[CH:45][C:40]=7[C:39]7[C:38]6=[CH:37][CH:36]=[CH:35][CH:34]=7)[CH:52]=3)[C:8]=5[CH:7]=[CH:6][C:5]4=[CH:4][CH:3]=2)[CH:23]=[CH:24][CH:25]=1. The reactants are Br[C:2]1[C:15]2[C:16]3=[C:17]4[C:12](=[CH:13][CH:14]=2)[CH:11]=[CH:10][C:9](Br)=[C:8]4[CH:7]=[CH:6][C:5]3=[CH:4][CH:3]=1.[CH3:19][C:20]1[CH:21]=[C:22]([NH:26][C:27]2[CH:32]=[CH:31][CH:30]=[C:29]([C:33]3([C:46]4[CH:51]=[CH:50][CH:49]=[CH:48][CH:47]=4)[C:45]4[CH:44]=[CH:43][CH:42]=[CH:41][C:40]=4[C:39]4[C:34]3=[CH:35][CH:36]=[CH:37][CH:38]=4)[CH:28]=2)[CH:23]=[CH:24][CH:25]=1.[CH3:52][C:53]([CH3:56])([O-])[CH3:54].[Na+].[C:67](P([C:67]([CH3:70])([CH3:69])[CH3:68])[C:67]([CH3:70])([CH3:69])[CH3:68])([CH3:70])([CH3:69])[CH3:68]. The catalyst is C1C=CC(/C=C/C(/C=C/C2C=CC=CC=2)=O)=CC=1.C1C=CC(/C=C/C(/C=C/C2C=CC=CC=2)=O)=CC=1.[Pd].C1(C)C=CC=CC=1.CCCCCC. (6) The reactants are Cl[C:2]1[CH:7]=[C:6]([CH2:8][CH3:9])[N:5]=[C:4]([C:10]2[CH:15]=[CH:14][CH:13]=[C:12]([Cl:16])[CH:11]=2)[N:3]=1.[NH2:17][C:18]1[CH:23]=[CH:22][C:21]([C:24]([CH3:28])([CH3:27])[CH2:25][OH:26])=[CH:20][CH:19]=1. The catalyst is CN1C(=O)CCC1. The product is [Cl:16][C:12]1[CH:11]=[C:10]([C:4]2[N:3]=[C:2]([NH:17][C:18]3[CH:19]=[CH:20][C:21]([C:24]([CH3:28])([CH3:27])[CH2:25][OH:26])=[CH:22][CH:23]=3)[CH:7]=[C:6]([CH2:8][CH3:9])[N:5]=2)[CH:15]=[CH:14][CH:13]=1. The yield is 0.880. (7) The reactants are [C:1]1([CH3:19])[CH:6]=[CH:5][CH:4]=[C:3]([C:7]2[O:11][N:10]=[C:9]([CH2:12][N:13]3[CH2:18][CH2:17][NH:16][CH2:15][CH2:14]3)[N:8]=2)[CH:2]=1.C(N(CC)CC)C.Cl[C:28]([O:30][CH3:31])=[O:29]. The catalyst is ClCCl. The product is [CH3:31][O:30][C:28]([N:16]1[CH2:17][CH2:18][N:13]([CH2:12][C:9]2[N:8]=[C:7]([C:3]3[CH:2]=[C:1]([CH3:19])[CH:6]=[CH:5][CH:4]=3)[O:11][N:10]=2)[CH2:14][CH2:15]1)=[O:29]. The yield is 0.840.